Task: Predict the product of the given reaction.. Dataset: Forward reaction prediction with 1.9M reactions from USPTO patents (1976-2016) The product is: [CH2:1]([NH:8][C:9]([C:11]1[S:15][C:14]([N:16]2[CH2:21][CH2:20][CH2:19][CH2:18][C:17]2=[O:23])=[N:13][C:12]=1[CH3:24])=[O:10])[C:2]1[CH:7]=[CH:6][CH:5]=[CH:4][CH:3]=1. Given the reactants [CH2:1]([NH:8][C:9]([C:11]1[S:15][C:14]([NH:16][C:17](=[O:23])[CH2:18][CH2:19][CH2:20][CH2:21]Br)=[N:13][C:12]=1[CH3:24])=[O:10])[C:2]1[CH:7]=[CH:6][CH:5]=[CH:4][CH:3]=1.C(NC(C1SC(NC(=O)CCCBr)=NC=1C)=O)C1C=CC=CC=1, predict the reaction product.